From a dataset of Full USPTO retrosynthesis dataset with 1.9M reactions from patents (1976-2016). Predict the reactants needed to synthesize the given product. (1) Given the product [C:12]([O:16][C:17](=[O:21])[CH2:18][CH2:19][NH:20][CH2:7][C:6]1[CH:9]=[CH:10][C:3]([C:1]#[N:2])=[CH:4][CH:5]=1)([CH3:15])([CH3:14])[CH3:13], predict the reactants needed to synthesize it. The reactants are: [C:1]([C:3]1[CH:10]=[CH:9][C:6]([CH:7]=O)=[CH:5][CH:4]=1)#[N:2].Cl.[C:12]([O:16][C:17](=[O:21])[CH2:18][CH2:19][NH2:20])([CH3:15])([CH3:14])[CH3:13].C(O[BH-](OC(=O)C)OC(=O)C)(=O)C.[Na+].C(=O)(O)[O-].[Na+]. (2) Given the product [F:1][C:2]1[CH:3]=[C:4]([O:14][CH3:15])[CH:5]=[C:6]([F:13])[C:7]=1[O:8][C:9]([F:11])([F:12])[F:10], predict the reactants needed to synthesize it. The reactants are: [F:1][C:2]1[CH:3]=[C:4]([OH:14])[CH:5]=[C:6]([F:13])[C:7]=1[O:8][C:9]([F:12])([F:11])[F:10].[C:15](=O)([O-])[O-].[K+].[K+].CI. (3) Given the product [NH2:24][C:9]1[C:10]2[C:2]([Br:1])=[CH:3][N:4]([CH:12]3[CH2:15][N:14]([C:16]([O:18][C:19]([CH3:22])([CH3:21])[CH3:20])=[O:17])[CH2:13]3)[C:5]=2[N:6]=[CH:7][N:8]=1, predict the reactants needed to synthesize it. The reactants are: [Br:1][C:2]1[C:10]2[C:9](Cl)=[N:8][CH:7]=[N:6][C:5]=2[N:4]([CH:12]2[CH2:15][N:14]([C:16]([O:18][C:19]([CH3:22])([CH3:21])[CH3:20])=[O:17])[CH2:13]2)[CH:3]=1.[OH-].[NH4+:24]. (4) Given the product [Cl:23][C:17]1[CH:18]=[C:19]([Cl:22])[CH:20]=[CH:21][C:16]=1[CH:15]([O:14][CH:11]1[CH2:10][CH2:9][NH:8][CH2:13][CH2:12]1)[C:24]1[CH:29]=[CH:28][C:27]([Cl:30])=[CH:26][CH:25]=1, predict the reactants needed to synthesize it. The reactants are: C([N:8]1[CH2:13][CH2:12][CH:11]([O:14][CH:15]([C:24]2[CH:29]=[CH:28][C:27]([Cl:30])=[CH:26][CH:25]=2)[C:16]2[CH:21]=[CH:20][C:19]([Cl:22])=[CH:18][C:17]=2[Cl:23])[CH2:10][CH2:9]1)C1C=CC=CC=1.ClC(OC(Cl)C)=O. (5) The reactants are: [CH2:1]([O:3][C:4]([C:6]1([C:13](=[O:15])[CH3:14])[CH2:11][CH2:10][C:9](=O)[CH2:8][CH2:7]1)=[O:5])[CH3:2].[CH2:16]([NH2:23])[C:17]1[CH:22]=[CH:21][CH:20]=[CH:19][CH:18]=1.O.C1(C)C=CC(S(O)(=O)=O)=CC=1.Cl.[OH-].[Na+]. Given the product [CH2:1]([O:3][C:4]([C:6]12[CH2:11][CH2:10][C:9]([NH:23][CH2:16][C:17]3[CH:22]=[CH:21][CH:20]=[CH:19][CH:18]=3)([CH2:8][CH2:7]1)[CH2:14][C:13]2=[O:15])=[O:5])[CH3:2], predict the reactants needed to synthesize it. (6) Given the product [NH2:12][N:1]1[CH:5]=[C:4]([C:6]#[N:7])[CH:3]=[C:2]1[C:8]#[N:9], predict the reactants needed to synthesize it. The reactants are: [NH:1]1[CH:5]=[C:4]([C:6]#[N:7])[CH:3]=[C:2]1[C:8]#[N:9].[H-].[Na+].[NH2:12]OP(=O)(C1C=CC=CC=1)C1C=CC=CC=1. (7) The reactants are: [CH2:1]([NH:8][C:9]([NH:11][N:12]([CH2:14][C:15]([OH:17])=O)[CH3:13])=[O:10])[C:2]1[CH:7]=[CH:6][CH:5]=[CH:4][CH:3]=1.[NH2:18][C@H:19]([C:32]([N:34]([CH2:44][C:45]1[C:46]2[CH:53]=[CH:52][CH:51]=[CH:50][C:47]=2[S:48][CH:49]=1)[C@@H:35]([CH3:43])[CH:36]([O:40][CH2:41][CH3:42])[O:37][CH2:38][CH3:39])=[O:33])[CH2:20][CH2:21][CH2:22][CH2:23][NH:24][C:25](=[O:31])[O:26][C:27]([CH3:30])([CH3:29])[CH3:28]. Given the product [S:48]1[CH:49]=[C:45]([CH2:44][N:34]([C@@H:35]([CH3:43])[CH:36]([O:37][CH2:38][CH3:39])[O:40][CH2:41][CH3:42])[C:32](=[O:33])[C@@H:19]([NH:18][C:15](=[O:17])[CH2:14][N:12]([CH3:13])[NH:11][C:9](=[O:10])[NH:8][CH2:1][C:2]2[CH:3]=[CH:4][CH:5]=[CH:6][CH:7]=2)[CH2:20][CH2:21][CH2:22][CH2:23][NH:24][C:25](=[O:31])[O:26][C:27]([CH3:29])([CH3:28])[CH3:30])[C:46]2[CH:53]=[CH:52][CH:51]=[CH:50][C:47]1=2, predict the reactants needed to synthesize it.